Dataset: Full USPTO retrosynthesis dataset with 1.9M reactions from patents (1976-2016). Task: Predict the reactants needed to synthesize the given product. (1) Given the product [CH2:17]([N:4]([CH2:1][CH2:2][CH3:3])[CH2:5][CH2:6][C:7]1[CH:12]=[CH:11][CH:10]=[CH:9][C:8]=1[CH2:13][C:14]([O:16][CH3:24])=[O:15])[CH2:18][CH3:19], predict the reactants needed to synthesize it. The reactants are: [CH2:1]([N:4]([CH2:17][CH2:18][CH3:19])[CH2:5][CH2:6][C:7]1[CH:12]=[CH:11][CH:10]=[CH:9][C:8]=1[CH2:13][C:14]([OH:16])=[O:15])[CH2:2][CH3:3].S(Cl)(Cl)=O.[CH3:24]O. (2) Given the product [Br:59][C:60]1[CH:65]=[CH:64][C:63]([CH2:66][CH2:67][NH:11][C:9](=[O:8])[O:10][C:42]2[CH:43]=[CH:44][CH:45]=[C:40]([NH:39][C@H:12]([NH:11][C:9]([O:8][CH2:1][C:2]3[CH:3]=[CH:4][CH:5]=[CH:6][CH:7]=3)=[O:10])[CH3:19])[CH:41]=2)=[C:62]([CH3:69])[CH:61]=1, predict the reactants needed to synthesize it. The reactants are: [CH2:1]([O:8][C:9]([NH:11][C@H:12]([C:19]1C=CC=C(NC(OCCC2C=CC(Br)=CC=2C)=O)C=1)CC(OCC)=O)=[O:10])[C:2]1[CH:7]=[CH:6][CH:5]=[CH:4][CH:3]=1.[NH2:39][C:40]1[CH:41]=[C:42]([C@H](NC(=O)OCC2C=CC=CC=2)C)[CH:43]=[CH:44][CH:45]=1.[Br:59][C:60]1[CH:65]=[CH:64][C:63]([CH2:66][CH2:67]O)=[C:62]([CH3:69])[CH:61]=1. (3) Given the product [CH:1]1([CH2:7][C@H:8]([NH:29][C:30]([C:32]2[O:33][C:34]3[CH:40]=[CH:39][CH:38]=[CH:37][C:35]=3[CH:36]=2)=[O:31])[C:9](=[O:28])[NH:10][CH:11]2[CH2:17][CH2:16][CH2:15][N:14]([S:18]([C:21]3[CH:26]=[CH:25][CH:24]=[CH:23][N:22]=3)(=[O:19])=[O:20])[CH2:13][C:12]2=[O:27])[CH2:2][CH2:3][CH2:4][CH2:5][CH2:6]1, predict the reactants needed to synthesize it. The reactants are: [CH:1]1([CH2:7][C@H:8]([NH:29][C:30]([C:32]2[O:33][C:34]3[CH:40]=[CH:39][CH:38]=[CH:37][C:35]=3[CH:36]=2)=[O:31])[C:9](=[O:28])[NH:10][CH:11]2[CH2:17][CH2:16][CH2:15][N:14]([S:18]([C:21]3[CH:26]=[CH:25][CH:24]=[CH:23][N:22]=3)(=[O:20])=[O:19])[CH2:13][CH:12]2[OH:27])[CH2:6][CH2:5][CH2:4][CH2:3][CH2:2]1.CC(OI1(OC(C)=O)(OC(C)=O)OC(=O)C2C=CC=CC1=2)=O.S([O-])([O-])(=O)=S.[Na+].[Na+].C(=O)(O)[O-].[Na+]. (4) Given the product [N:34]1([C:2]2[N:7]=[CH:6][C:5]([S:8]([N:11]3[CH2:20][CH2:19][C:18]4[C@:13]([CH2:31][O:32][CH3:33])([CH2:14][C:15]5[CH:23]=[N:22][N:21]([C:24]6[CH:29]=[CH:28][C:27]([F:30])=[CH:26][CH:25]=6)[C:16]=5[CH:17]=4)[CH2:12]3)(=[O:10])=[O:9])=[CH:4][CH:3]=2)[CH2:37][CH2:36][CH2:35]1, predict the reactants needed to synthesize it. The reactants are: Cl[C:2]1[N:7]=[CH:6][C:5]([S:8]([N:11]2[CH2:20][CH2:19][C:18]3[C@:13]([CH2:31][O:32][CH3:33])([CH2:14][C:15]4[CH:23]=[N:22][N:21]([C:24]5[CH:29]=[CH:28][C:27]([F:30])=[CH:26][CH:25]=5)[C:16]=4[CH:17]=3)[CH2:12]2)(=[O:10])=[O:9])=[CH:4][CH:3]=1.[NH:34]1[CH2:37][CH2:36][CH2:35]1.